This data is from Reaction yield outcomes from USPTO patents with 853,638 reactions. The task is: Predict the reaction yield, written as a fraction of the theoretical maximum amount of product (1.0 means a 100% yield; for example, 0.34 means a 34% yield). (1) The reactants are [Na].[CH:2]([CH:4]1[CH2:9][CH2:8][CH2:7][CH2:6][C:5]1=O)=O.[C:11]([CH2:13][C:14]([NH2:16])=[O:15])#[N:12].C(O)(=O)C.N1CCCCC1. The catalyst is C1(C)C=CC=CC=1.ClCCl.C(OCC)(=O)C.C(OCC)C.C(O)(=O)C. The product is [O:15]=[C:14]1[C:13]([C:11]#[N:12])=[CH:2][C:4]2[CH2:9][CH2:8][CH2:7][CH2:6][C:5]=2[NH:16]1. The yield is 0.318. (2) The reactants are [CH2:1]([O:7][C:8]1[C:9](Cl)=[C:10](O)[C:11](OCCCCCC)=[C:12]([CH:14]=1)[OH:13])[CH2:2][CH2:3][CH2:4][CH2:5][CH3:6].[B:33]1([B:33]2[O:37][C:36]([CH3:39])([CH3:38])[C:35]([CH3:41])([CH3:40])[O:34]2)[O:37][C:36]([CH3:39])([CH3:38])[C:35]([CH3:41])([CH3:40])[O:34]1.[C:42]([O-])(=O)[CH3:43].[K+]. The catalyst is O1CCOCC1. The product is [CH2:1]([O:13][C:12]1[CH:14]=[C:8]([O:7][CH2:1][CH2:2][CH2:3][CH2:4][CH2:5][CH3:6])[CH:9]=[CH:10][C:11]=1[B:33]1[O:34][C:35]([CH3:40])([CH3:41])[C:36]([CH3:38])([CH3:39])[O:37]1)[CH2:2][CH2:3][CH2:4][CH2:42][CH3:43]. The yield is 0.700. (3) The reactants are [C:1]([C:3]1[CH:8]=[CH:7][CH:6]=[CH:5][C:4]=1[C:9]1[CH:14]=[CH:13][C:12]([CH2:15][C:16]2[C:17](=[O:40])[N:18]([C@H:28]3[CH2:33][CH2:32][C@H:31]([O:34][CH:35]([CH3:39])[C:36](O)=[O:37])[CH2:30][CH2:29]3)[C:19]3[N:20]([N:25]=[CH:26][N:27]=3)[C:21]=2[CH2:22][CH2:23][CH3:24])=[CH:11][CH:10]=1)#[N:2].[NH4+].O[N:43]1C2C=CC=CC=2N=N1.Cl.C(N=C=NCCCN(C)C)C.CN(C)C=O. The catalyst is C(OCC)(=O)C. The product is [C:1]([C:3]1[CH:8]=[CH:7][CH:6]=[CH:5][C:4]=1[C:9]1[CH:10]=[CH:11][C:12]([CH2:15][C:16]2[C:17](=[O:40])[N:18]([C@H:28]3[CH2:29][CH2:30][C@H:31]([O:34][CH:35]([CH3:39])[C:36]([NH2:43])=[O:37])[CH2:32][CH2:33]3)[C:19]3[N:20]([N:25]=[CH:26][N:27]=3)[C:21]=2[CH2:22][CH2:23][CH3:24])=[CH:13][CH:14]=1)#[N:2]. The yield is 0.730. (4) The yield is 0.920. No catalyst specified. The product is [OH:28][CH2:27][CH2:26][N:14]1[C:13]2[C:17](=[N:18][C:10]([NH:9][C:8]3[C:3]([O:2][CH3:1])=[N:4][CH:5]=[CH:6][CH:7]=3)=[N:11][CH:12]=2)[N:16]([CH:19]2[CH2:24][CH2:23][O:22][CH2:21][CH2:20]2)[C:15]1=[O:25]. The reactants are [CH3:1][O:2][C:3]1[C:8]([NH:9][C:10]2[N:18]=[C:17]3[C:13]([N:14]([CH2:26][CH2:27][O:28]C4CCCCO4)[C:15](=[O:25])[N:16]3[CH:19]3[CH2:24][CH2:23][O:22][CH2:21][CH2:20]3)=[CH:12][N:11]=2)=[CH:7][CH:6]=[CH:5][N:4]=1.Cl. (5) The reactants are [Cl:1][C:2]1[CH:3]=[C:4]([CH:20]=[CH:21][C:22]=1[F:23])[CH2:5][C:6]1[C:7]([CH3:19])=[N:8][C:9]2[N:10]([N:13]=[CH:14][C:15]=2[C:16](O)=[O:17])[C:11]=1[CH3:12].[CH3:24][O:25][CH2:26][CH2:27][CH2:28][NH2:29]. The yield is 0.460. No catalyst specified. The product is [Cl:1][C:2]1[CH:3]=[C:4]([CH:20]=[CH:21][C:22]=1[F:23])[CH2:5][C:6]1[C:7]([CH3:19])=[N:8][C:9]2[N:10]([N:13]=[CH:14][C:15]=2[C:16]([NH:29][CH2:28][CH2:27][CH2:26][O:25][CH3:24])=[O:17])[C:11]=1[CH3:12]. (6) The reactants are [C:1]1([CH:7]([C:13]2[CH:18]=[CH:17][CH:16]=[CH:15][CH:14]=2)[C@@H:8]([OH:12])[CH2:9][CH:10]=[CH2:11])[CH:6]=[CH:5][CH:4]=[CH:3][CH:2]=1.[H-].[Na+].[CH2:21](Br)[CH:22]=[CH2:23]. The catalyst is CN(C=O)C. The product is [C:13]1([CH:7]([C:1]2[CH:2]=[CH:3][CH:4]=[CH:5][CH:6]=2)[C@@H:8]([O:12][CH2:23][CH:22]=[CH2:21])[CH2:9][CH:10]=[CH2:11])[CH:14]=[CH:15][CH:16]=[CH:17][CH:18]=1. The yield is 0.850.